Dataset: Full USPTO retrosynthesis dataset with 1.9M reactions from patents (1976-2016). Task: Predict the reactants needed to synthesize the given product. (1) Given the product [CH2:13]([NH:20][C:7](=[O:9])[C:6]1[CH:10]=[C:2]([Br:1])[CH:3]=[CH:4][C:5]=1[O:11][CH3:12])[C:14]1[CH:19]=[CH:18][CH:17]=[CH:16][CH:15]=1, predict the reactants needed to synthesize it. The reactants are: [Br:1][C:2]1[CH:3]=[CH:4][C:5]([O:11][CH3:12])=[C:6]([CH:10]=1)[C:7]([OH:9])=O.[CH2:13]([NH2:20])[C:14]1[CH:19]=[CH:18][CH:17]=[CH:16][CH:15]=1.CCN=C=NCCCN(C)C.C1C=CC2N(O)N=NC=2C=1.N(C(C)C)(C(C)C)CC. (2) Given the product [CH:2]1([N:5]([CH:19]2[CH2:24][CH2:23][N:22]([C:26]3[CH:31]=[N:30][C:29]([CH:32]4[CH2:34][CH2:33]4)=[CH:28][N:27]=3)[CH2:21][CH2:20]2)[C:6](=[O:18])[C:7]2[CH:8]=[CH:9][C:10]([C:13]3[O:17][CH:16]=[N:15][CH:14]=3)=[CH:11][CH:12]=2)[CH2:4][CH2:3]1, predict the reactants needed to synthesize it. The reactants are: Cl.[CH:2]1([N:5]([CH:19]2[CH2:24][CH2:23][NH:22][CH2:21][CH2:20]2)[C:6](=[O:18])[C:7]2[CH:12]=[CH:11][C:10]([C:13]3[O:17][CH:16]=[N:15][CH:14]=3)=[CH:9][CH:8]=2)[CH2:4][CH2:3]1.Br[C:26]1[CH:31]=[N:30][C:29]([CH:32]2[CH2:34][CH2:33]2)=[CH:28][N:27]=1. (3) Given the product [C:71]([O:75][C:76](=[O:79])[CH2:77][O:44][CH2:43][CH2:42][O:41][CH2:40][CH2:39][O:38][CH2:37][CH2:36][O:35][CH2:34][CH2:33][O:32][CH2:31][CH2:30][O:29][C:28]1[CH:27]=[C:26]([O:25][CH2:24][CH2:23][O:22][CH2:21][CH2:20][O:19][CH2:18][CH2:17][O:16][CH2:15][CH2:14][O:13][CH2:12][CH2:11][O:10][CH2:3][C:4]2[CH:9]=[CH:8][CH:7]=[CH:6][CH:5]=2)[CH:47]=[C:46]([O:48][CH2:49][CH2:50][O:51][CH2:52][CH2:53][O:54][CH2:55][CH2:56][O:57][CH2:58][CH2:59][O:60][CH2:61][CH2:62][O:63][CH2:64][C:65]2[CH:70]=[CH:69][CH:68]=[CH:67][CH:66]=2)[CH:45]=1)([CH3:74])([CH3:73])[CH3:72], predict the reactants needed to synthesize it. The reactants are: [H-].[Na+].[CH2:3]([O:10][CH2:11][CH2:12][O:13][CH2:14][CH2:15][O:16][CH2:17][CH2:18][O:19][CH2:20][CH2:21][O:22][CH2:23][CH2:24][O:25][C:26]1[CH:27]=[C:28]([CH:45]=[C:46]([O:48][CH2:49][CH2:50][O:51][CH2:52][CH2:53][O:54][CH2:55][CH2:56][O:57][CH2:58][CH2:59][O:60][CH2:61][CH2:62][O:63][CH2:64][C:65]2[CH:70]=[CH:69][CH:68]=[CH:67][CH:66]=2)[CH:47]=1)[O:29][CH2:30][CH2:31][O:32][CH2:33][CH2:34][O:35][CH2:36][CH2:37][O:38][CH2:39][CH2:40][O:41][CH2:42][CH2:43][OH:44])[C:4]1[CH:9]=[CH:8][CH:7]=[CH:6][CH:5]=1.[C:71]([O:75][C:76](=[O:79])[CH2:77]Br)([CH3:74])([CH3:73])[CH3:72]. (4) Given the product [OH:3][CH2:4][C:6]1[S:10][C:9]([C:11]2[CH:16]=[CH:15][CH:14]=[CH:13][N:12]=2)=[N:8][N:7]=1, predict the reactants needed to synthesize it. The reactants are: C([O:3][C:4]([C:6]1[S:10][C:9]([C:11]2[CH:16]=[CH:15][CH:14]=[CH:13][N:12]=2)=[N:8][N:7]=1)=O)C.[BH4-].[Na+].O. (5) Given the product [Cl:1][C:2]1[CH:3]=[CH:4][C:5]([O:6][CH:7]2[CH2:8][CH2:9][C:10](=[O:11])[CH2:15][CH2:16]2)=[CH:17][CH:18]=1, predict the reactants needed to synthesize it. The reactants are: [Cl:1][C:2]1[CH:18]=[CH:17][C:5]([O:6][CH:7]2[CH2:16][CH2:15][C:10]3(OCC[O:11]3)[CH2:9][CH2:8]2)=[CH:4][CH:3]=1.Cl. (6) Given the product [Br:14][C:15]1[CH:16]=[N:17][CH:18]=[C:19]([CH:25]=1)[C:20]([NH:7][C:4]1[CH:5]=[CH:6][N:1]=[CH:2][N:3]=1)=[O:21], predict the reactants needed to synthesize it. The reactants are: [N:1]1[CH:6]=[CH:5][C:4]([NH2:7])=[N:3][CH:2]=1.CC(C)([O-])C.[K+].[Br:14][C:15]1[CH:16]=[N:17][CH:18]=[C:19]([CH:25]=1)[C:20](OCC)=[O:21]. (7) The reactants are: [F:1][C:2]([F:51])([F:50])[C:3]1[CH:8]=[CH:7][C:6]([C:9]2[N:13](COCC[Si](C)(C)C)[C:12]([N:22]3[CH2:27][CH2:26][N:25]([C:28]4[C:33]([C:34]([F:37])([F:36])[F:35])=[CH:32][CH:31]=[CH:30][N:29]=4)[CH2:24][CH2:23]3)=[N:11][C:10]=2[C:38]([NH:40][C:41]2[CH:46]=[C:45]([F:47])[C:44]([F:48])=[C:43]([F:49])[CH:42]=2)=[O:39])=[CH:5][CH:4]=1.[C:52]([OH:58])([C:54]([F:57])([F:56])[F:55])=[O:53]. Given the product [F:55][C:54]([F:57])([F:56])[C:52]([OH:58])=[O:53].[F:51][C:2]([F:1])([F:50])[C:3]1[CH:4]=[CH:5][C:6]([C:9]2[NH:13][C:12]([N:22]3[CH2:23][CH2:24][N:25]([C:28]4[C:33]([C:34]([F:37])([F:36])[F:35])=[CH:32][CH:31]=[CH:30][N:29]=4)[CH2:26][CH2:27]3)=[N:11][C:10]=2[C:38]([NH:40][C:41]2[CH:42]=[C:43]([F:49])[C:44]([F:48])=[C:45]([F:47])[CH:46]=2)=[O:39])=[CH:7][CH:8]=1, predict the reactants needed to synthesize it. (8) Given the product [CH:1]([C:4]1[NH:5][C:6]([C:16]2[CH:17]=[C:18]([C:22]3[CH:23]=[CH:24][C:25]([C:28]([N:8]4[CH2:31][CH2:36][N:5]([CH3:4])[CH2:6][CH2:7]4)=[O:29])=[CH:26][CH:27]=3)[CH:19]=[CH:20][CH:21]=2)=[C:7]([C:9]2[CH:14]=[CH:13][CH:12]=[C:11]([CH3:15])[N:10]=2)[N:8]=1)([CH3:2])[CH3:3], predict the reactants needed to synthesize it. The reactants are: [CH:1]([C:4]1[NH:5][C:6]([C:16]2[CH:17]=[C:18]([C:22]3[CH:27]=[CH:26][C:25]([C:28](O)=[O:29])=[CH:24][CH:23]=3)[CH:19]=[CH:20][CH:21]=2)=[C:7]([C:9]2[CH:14]=[CH:13][CH:12]=[C:11]([CH3:15])[N:10]=2)[N:8]=1)([CH3:3])[CH3:2].[CH:31]1[CH:36]=CC=CC=1.